Dataset: NCI-60 drug combinations with 297,098 pairs across 59 cell lines. Task: Regression. Given two drug SMILES strings and cell line genomic features, predict the synergy score measuring deviation from expected non-interaction effect. (1) Drug 1: C1=C(C(=O)NC(=O)N1)F. Drug 2: C1=NC2=C(N1)C(=S)N=C(N2)N. Cell line: UACC-257. Synergy scores: CSS=20.3, Synergy_ZIP=-10.1, Synergy_Bliss=-9.16, Synergy_Loewe=-12.0, Synergy_HSA=-6.00. (2) Drug 1: CC1=C(C(=CC=C1)Cl)NC(=O)C2=CN=C(S2)NC3=CC(=NC(=N3)C)N4CCN(CC4)CCO. Cell line: MOLT-4. Drug 2: N.N.Cl[Pt+2]Cl. Synergy scores: CSS=58.2, Synergy_ZIP=-2.01, Synergy_Bliss=-1.84, Synergy_Loewe=-0.858, Synergy_HSA=0.827. (3) Drug 1: CC1=C(C(=O)C2=C(C1=O)N3CC4C(C3(C2COC(=O)N)OC)N4)N. Drug 2: CC12CCC3C(C1CCC2OP(=O)(O)O)CCC4=C3C=CC(=C4)OC(=O)N(CCCl)CCCl.[Na+]. Cell line: EKVX. Synergy scores: CSS=3.17, Synergy_ZIP=-2.75, Synergy_Bliss=-3.59, Synergy_Loewe=-6.72, Synergy_HSA=-6.79. (4) Drug 1: CN1CCC(CC1)COC2=C(C=C3C(=C2)N=CN=C3NC4=C(C=C(C=C4)Br)F)OC. Drug 2: C(CCl)NC(=O)N(CCCl)N=O. Cell line: MCF7. Synergy scores: CSS=-0.541, Synergy_ZIP=-0.0872, Synergy_Bliss=0.136, Synergy_Loewe=-11.0, Synergy_HSA=-4.64. (5) Drug 1: CC1=C2C(C(=O)C3(C(CC4C(C3C(C(C2(C)C)(CC1OC(=O)C(C(C5=CC=CC=C5)NC(=O)C6=CC=CC=C6)O)O)OC(=O)C7=CC=CC=C7)(CO4)OC(=O)C)O)C)OC(=O)C. Drug 2: CC1=C(N=C(N=C1N)C(CC(=O)N)NCC(C(=O)N)N)C(=O)NC(C(C2=CN=CN2)OC3C(C(C(C(O3)CO)O)O)OC4C(C(C(C(O4)CO)O)OC(=O)N)O)C(=O)NC(C)C(C(C)C(=O)NC(C(C)O)C(=O)NCCC5=NC(=CS5)C6=NC(=CS6)C(=O)NCCC[S+](C)C)O. Cell line: UO-31. Synergy scores: CSS=24.0, Synergy_ZIP=-7.48, Synergy_Bliss=-1.60, Synergy_Loewe=-2.65, Synergy_HSA=0.758. (6) Synergy scores: CSS=-3.43, Synergy_ZIP=-3.44, Synergy_Bliss=-7.90, Synergy_Loewe=-8.80, Synergy_HSA=-8.46. Drug 1: C1=CC(=CC=C1CCCC(=O)O)N(CCCl)CCCl. Cell line: UACC-257. Drug 2: CC1CCCC2(C(O2)CC(NC(=O)CC(C(C(=O)C(C1O)C)(C)C)O)C(=CC3=CSC(=N3)C)C)C.